Dataset: CYP1A2 inhibition data for predicting drug metabolism from PubChem BioAssay. Task: Regression/Classification. Given a drug SMILES string, predict its absorption, distribution, metabolism, or excretion properties. Task type varies by dataset: regression for continuous measurements (e.g., permeability, clearance, half-life) or binary classification for categorical outcomes (e.g., BBB penetration, CYP inhibition). Dataset: cyp1a2_veith. The compound is CS(=O)(=O)N1CC(C(=O)NC2CC2)Oc2ccc(Cl)cc21. The result is 1 (inhibitor).